This data is from Full USPTO retrosynthesis dataset with 1.9M reactions from patents (1976-2016). The task is: Predict the reactants needed to synthesize the given product. Given the product [CH3:32][O:33][C:34]1[CH:39]=[CH:38][CH:37]=[CH:36][C:35]=1[C:22]1[C:5]2[O:6][C@@H:7]([CH2:10][O:11][S:12]([C:15]3[CH:16]=[CH:17][C:18]([CH3:21])=[CH:19][CH:20]=3)(=[O:14])=[O:13])[CH2:8][O:9][C:4]=2[CH:3]=[C:2]([Cl:1])[CH:23]=1, predict the reactants needed to synthesize it. The reactants are: [Cl:1][C:2]1[CH:23]=[C:22](OS(C(F)(F)F)(=O)=O)[C:5]2[O:6][C@@H:7]([CH2:10][O:11][S:12]([C:15]3[CH:20]=[CH:19][C:18]([CH3:21])=[CH:17][CH:16]=3)(=[O:14])=[O:13])[CH2:8][O:9][C:4]=2[CH:3]=1.[CH3:32][O:33][C:34]1[CH:39]=[CH:38][CH:37]=[CH:36][C:35]=1B(O)O.